This data is from Reaction yield outcomes from USPTO patents with 853,638 reactions. The task is: Predict the reaction yield, written as a fraction of the theoretical maximum amount of product (1.0 means a 100% yield; for example, 0.34 means a 34% yield). (1) The yield is 0.620. The product is [NH2:28][C:29]1[N:34]=[CH:33][C:32]([C:2]2[CH:27]=[CH:26][C:5]3[N:6]([C:22]([CH3:23])([CH3:25])[CH3:24])[C:7]([C:9]4[CH:10]=[C:11]([CH2:20][OH:21])[CH:12]=[CH:13][C:14]=4[N:15]4[CH:19]=[N:18][CH:17]=[N:16]4)=[N:8][C:4]=3[CH:3]=2)=[CH:31][N:30]=1. The catalyst is CN(C=O)C.CCOC(C)=O.C1C=CC([P]([Pd]([P](C2C=CC=CC=2)(C2C=CC=CC=2)C2C=CC=CC=2)([P](C2C=CC=CC=2)(C2C=CC=CC=2)C2C=CC=CC=2)[P](C2C=CC=CC=2)(C2C=CC=CC=2)C2C=CC=CC=2)(C2C=CC=CC=2)C2C=CC=CC=2)=CC=1. The reactants are Br[C:2]1[CH:27]=[CH:26][C:5]2[N:6]([C:22]([CH3:25])([CH3:24])[CH3:23])[C:7]([C:9]3[CH:10]=[C:11]([CH2:20][OH:21])[CH:12]=[CH:13][C:14]=3[N:15]3[CH:19]=[N:18][CH:17]=[N:16]3)=[N:8][C:4]=2[CH:3]=1.[NH2:28][C:29]1[N:34]=[CH:33][C:32](B2OC(C)(C)C(C)(C)O2)=[CH:31][N:30]=1.C([O-])([O-])=O.[Na+].[Na+]. (2) The reactants are [CH:1]1([NH:4][C:5](=[O:26])[C:6]2[CH:11]=[CH:10][C:9]([CH3:12])=[C:8]([NH:13][C:14]3[CH:15]=[C:16]4[C:20](=[CH:21][CH:22]=3)[C:19](=[O:23])[C:18]([CH3:25])([CH3:24])[CH2:17]4)[CH:7]=2)[CH2:3][CH2:2]1.[CH3:27][O:28][CH2:29][C:30](Cl)=[O:31]. The catalyst is C(Cl)Cl.C(Cl)(Cl)Cl.O. The product is [CH:1]1([NH:4][C:5](=[O:26])[C:6]2[CH:11]=[CH:10][C:9]([CH3:12])=[C:8]([N:13]([C:14]3[CH:15]=[C:16]4[C:20](=[CH:21][CH:22]=3)[C:19](=[O:23])[C:18]([CH3:24])([CH3:25])[CH2:17]4)[C:30](=[O:31])[CH2:29][O:28][CH3:27])[CH:7]=2)[CH2:2][CH2:3]1. The yield is 0.320. (3) The reactants are [CH:1]1(/[C:7](/[CH2:11][CH3:12])=[CH:8]/[CH2:9][OH:10])[CH2:6][CH2:5][CH2:4][CH2:3][CH2:2]1.CC(OI1(OC(C)=O)(OC(C)=O)OC(=O)C2C=CC=CC1=2)=O.C([O-])(O)=O.[Na+].[O-]S([O-])(=S)=O.[Na+].[Na+]. The catalyst is ClCCl. The product is [CH:1]1(/[C:7](/[CH2:11][CH3:12])=[CH:8]/[CH:9]=[O:10])[CH2:6][CH2:5][CH2:4][CH2:3][CH2:2]1. The yield is 0.680.